From a dataset of Reaction yield outcomes from USPTO patents with 853,638 reactions. Predict the reaction yield, written as a fraction of the theoretical maximum amount of product (1.0 means a 100% yield; for example, 0.34 means a 34% yield). (1) The reactants are [Cl:1][C:2]1[N:10]=[C:9]2[C:5]([NH:6][CH:7]=[N:8]2)=[C:4](Cl)[N:3]=1.[CH3:12][O:13][C:14]1[CH:21]=[CH:20][C:17]([CH2:18][NH2:19])=[CH:16][CH:15]=1.[OH-].[Na+]. The catalyst is C(O)CCC. The product is [Cl:1][C:2]1[N:10]=[C:9]2[C:5]([NH:6][CH:7]=[N:8]2)=[C:4]([NH:19][CH2:18][C:17]2[CH:20]=[CH:21][C:14]([O:13][CH3:12])=[CH:15][CH:16]=2)[N:3]=1. The yield is 0.710. (2) The reactants are [CH3:1][P:2](=[O:7])([O:5][CH3:6])[O:3][CH3:4].[Li]CCCC.[CH2:13]1[C:15]2([CH2:20][CH2:19][CH:18]([C:21](OCC)=[O:22])[CH2:17][CH2:16]2)[CH2:14]1. The catalyst is C1COCC1. The product is [O:22]=[C:21]([CH:18]1[CH2:19][CH2:20][C:15]2([CH2:13][CH2:14]2)[CH2:16][CH2:17]1)[CH2:1][P:2](=[O:7])([O:5][CH3:6])[O:3][CH3:4]. The yield is 0.770.